This data is from Reaction yield outcomes from USPTO patents with 853,638 reactions. The task is: Predict the reaction yield, written as a fraction of the theoretical maximum amount of product (1.0 means a 100% yield; for example, 0.34 means a 34% yield). The reactants are [NH2:1][C@@H:2]1[CH2:6][CH2:5][N:4]([C:7]([C:9]2[CH:10]=[C:11]3[C:15](=[CH:16][CH:17]=2)[NH:14][C:13]([C:18]2[C:19](=[O:28])[NH:20][C:21]4[C:26]([N:27]=2)=[CH:25][CH:24]=[CH:23][CH:22]=4)=[C:12]3[N+:29]([O-:31])=[O:30])=[O:8])[CH2:3]1.[C:32](Cl)([CH3:34])=[O:33]. The catalyst is CN(C=O)C.[Pd]. The product is [N+:29]([C:12]1[C:11]2[C:15](=[CH:16][CH:17]=[C:9]([C:7]([N:4]3[CH2:5][CH2:6][C@@H:2]([NH:1][C:32](=[O:33])[CH3:34])[CH2:3]3)=[O:8])[CH:10]=2)[NH:14][C:13]=1[C:18]1[C:19](=[O:28])[NH:20][C:21]2[C:26](=[CH:25][CH:24]=[CH:23][CH:22]=2)[N:27]=1)([O-:31])=[O:30]. The yield is 0.180.